Predict the product of the given reaction. From a dataset of Forward reaction prediction with 1.9M reactions from USPTO patents (1976-2016). (1) Given the reactants [C:1]1([NH:7][C:8]2[CH:18]=[CH:17][C:11]([C:12]([O:14][CH2:15][CH3:16])=[O:13])=[CH:10][CH:9]=2)[CH:6]=[CH:5][CH:4]=[CH:3][CH:2]=1.C(O)(=O)C, predict the reaction product. The product is: [CH:18]1[C:8]2[NH:7][C:1]3[C:2](=[CH:3][CH:4]=[CH:5][CH:6]=3)[C:9]=2[CH:10]=[C:11]([C:12]([O:14][CH2:15][CH3:16])=[O:13])[CH:17]=1. (2) Given the reactants [Si:1]([O:8][CH2:9][C:10]1[CH:18]=[CH:17][CH:16]=[C:15]2[C:11]=1[CH2:12][CH2:13][N:14]2[C:19]([O:21][C:22]([CH3:25])([CH3:24])[CH3:23])=[O:20])([C:4]([CH3:7])([CH3:6])[CH3:5])([CH3:3])[CH3:2].[Br:26]N1C(=O)CCC1=O, predict the reaction product. The product is: [Br:26][C:18]1[C:10]([CH2:9][O:8][Si:1]([C:4]([CH3:7])([CH3:6])[CH3:5])([CH3:3])[CH3:2])=[C:11]2[C:15](=[CH:16][CH:17]=1)[N:14]([C:19]([O:21][C:22]([CH3:25])([CH3:24])[CH3:23])=[O:20])[CH2:13][CH2:12]2. (3) Given the reactants Cl[C:2]1[N:10]2[C:5]([CH:6]=[CH:7][CH:8]=[CH:9]2)=[CH:4][C:3]=1[C:11]([O:13][CH2:14][CH3:15])=[O:12].B1([C:25]2[CH:30]=[CH:29][C:28]([CH2:31][N:32]3[CH2:37][CH2:36][O:35][CH2:34][CH2:33]3)=[CH:27][CH:26]=2)OC(C)(C)C(C)(C)O1, predict the reaction product. The product is: [N:32]1([CH2:31][C:28]2[CH:27]=[CH:26][C:25]([C:2]3[N:10]4[C:5]([CH:6]=[CH:7][CH:8]=[CH:9]4)=[CH:4][C:3]=3[C:11]([O:13][CH2:14][CH3:15])=[O:12])=[CH:30][CH:29]=2)[CH2:33][CH2:34][O:35][CH2:36][CH2:37]1. (4) Given the reactants [Cl:1][C:2]1[CH:7]=[CH:6][CH:5]=[CH:4][C:3]=1[C:8]1[CH:17]=[C:16]([CH:18]=[C:19]2[CH2:24][CH2:23][N:22]([C:25]([O:27][C:28]([CH3:31])([CH3:30])[CH3:29])=[O:26])[CH2:21][CH2:20]2)[CH:15]=[C:14]2[C:9]=1[CH2:10][NH:11][C:12](=[O:40])[N:13]2[C:32]1[C:37]([Cl:38])=[CH:36][CH:35]=[CH:34][C:33]=1[Cl:39], predict the reaction product. The product is: [Cl:1][C:2]1[CH:7]=[CH:6][CH:5]=[CH:4][C:3]=1[C:8]1[CH:17]=[C:16]([CH2:18][CH:19]2[CH2:24][CH2:23][N:22]([C:25]([O:27][C:28]([CH3:30])([CH3:31])[CH3:29])=[O:26])[CH2:21][CH2:20]2)[CH:15]=[C:14]2[C:9]=1[CH2:10][NH:11][C:12](=[O:40])[N:13]2[C:32]1[C:33]([Cl:39])=[CH:34][CH:35]=[CH:36][C:37]=1[Cl:38]. (5) Given the reactants Br[C:2]1[CH:3]=[C:4]([CH3:24])[C:5]([N:8]2[C:12]([CH3:13])=[C:11]([C:14]([N:16]([CH3:23])[C:17]3[CH:18]=[N:19][CH:20]=[CH:21][CH:22]=3)=[O:15])[CH:10]=[N:9]2)=[N:6][CH:7]=1.[Cu](C#N)[C:26]#[N:27], predict the reaction product. The product is: [C:26]([C:2]1[CH:3]=[C:4]([CH3:24])[C:5]([N:8]2[C:12]([CH3:13])=[C:11]([C:14]([N:16]([CH3:23])[C:17]3[CH:18]=[N:19][CH:20]=[CH:21][CH:22]=3)=[O:15])[CH:10]=[N:9]2)=[N:6][CH:7]=1)#[N:27]. (6) Given the reactants [C:1]([C:3]1([NH:6][C:7]([C@H:9]2[CH2:13][C@H:12]([S:14]([C:17]3[CH:22]=[CH:21][C:20](Br)=[CH:19][C:18]=3[C:24]([F:27])([F:26])[F:25])(=[O:16])=[O:15])[CH2:11][C@@H:10]2[O:28][CH3:29])=[O:8])[CH2:5][CH2:4]1)#[N:2].[F:30][C:31]1[CH:36]=[C:35]([F:37])[CH:34]=[CH:33][C:32]=1B(O)O.C([O-])([O-])=O.[Na+].[Na+].C(Cl)Cl.C([O-])(O)=O.[Na+], predict the reaction product. The product is: [C:1]([C:3]1([NH:6][C:7]([C@H:9]2[CH2:13][C@H:12]([S:14]([C:17]3[CH:22]=[CH:21][C:20]([C:34]4[CH:33]=[CH:32][C:31]([F:30])=[CH:36][C:35]=4[F:37])=[CH:19][C:18]=3[C:24]([F:27])([F:26])[F:25])(=[O:16])=[O:15])[CH2:11][C@@H:10]2[O:28][CH3:29])=[O:8])[CH2:5][CH2:4]1)#[N:2]. (7) Given the reactants [F:1][C:2]1[CH:7]=[CH:6][CH:5]=[C:4]([F:8])[C:3]=1[N:9]1[C:14]2=[N:15][C:16](S(C)(=O)=O)=[N:17][C:18]([C:19]3[CH:24]=[CH:23][C:22]([F:25])=[CH:21][C:20]=3[CH3:26])=[C:13]2[CH2:12][NH:11][C:10]1=[O:31].[CH2:32]([OH:35])[CH2:33][OH:34], predict the reaction product. The product is: [F:1][C:2]1[CH:7]=[CH:6][CH:5]=[C:4]([F:8])[C:3]=1[N:9]1[C:14]2=[N:15][C:16]([O:34][CH2:33][CH2:32][OH:35])=[N:17][C:18]([C:19]3[CH:24]=[CH:23][C:22]([F:25])=[CH:21][C:20]=3[CH3:26])=[C:13]2[CH2:12][NH:11][C:10]1=[O:31]. (8) Given the reactants [C:1]1([CH:7]([NH:9][CH2:10][CH2:11][OH:12])[CH3:8])[CH:6]=[CH:5][CH:4]=[CH:3][CH:2]=1.C(N(C(C)C)CC)(C)C.[Si:22](Cl)([C:25]([CH3:28])([CH3:27])[CH3:26])([CH3:24])[CH3:23].O, predict the reaction product. The product is: [Si:22]([O:12][CH2:11][CH2:10][NH:9][CH:7]([C:1]1[CH:6]=[CH:5][CH:4]=[CH:3][CH:2]=1)[CH3:8])([C:25]([CH3:28])([CH3:27])[CH3:26])([CH3:24])[CH3:23]. (9) Given the reactants C[O:2][C:3]([C:5]1[C:9]([NH:10][C:11](=[O:13])[CH3:12])=[CH:8][S:7][C:6]=1[CH3:14])=[O:4].[OH-].[Na+], predict the reaction product. The product is: [C:11]([NH:10][C:9]1[C:5]([C:3]([OH:4])=[O:2])=[C:6]([CH3:14])[S:7][CH:8]=1)(=[O:13])[CH3:12]. (10) Given the reactants [H-].[Na+].[CH2:3]([O:10][C:11]1[CH:16]=[CH:15][C:14]([OH:17])=[CH:13][C:12]=1[F:18])[C:4]1[CH:9]=[CH:8][CH:7]=[CH:6][CH:5]=1.I[CH2:20][CH3:21].[Cl-].[Na+], predict the reaction product. The product is: [CH2:3]([O:10][C:11]1[CH:16]=[CH:15][C:14]([O:17][CH2:20][CH3:21])=[CH:13][C:12]=1[F:18])[C:4]1[CH:5]=[CH:6][CH:7]=[CH:8][CH:9]=1.